From a dataset of Full USPTO retrosynthesis dataset with 1.9M reactions from patents (1976-2016). Predict the reactants needed to synthesize the given product. (1) Given the product [Cl:1][C:2]1[CH:3]=[C:4]([C:8]2[N:12]([CH:13]3[CH2:14][CH2:15]3)[C:11](=[O:16])[N:10]([CH2:17][C:18]([NH:27][CH2:26][C:25]3[CH:28]=[CH:29][CH:30]=[C:23]([C:22]([F:21])([F:31])[F:32])[CH:24]=3)=[O:20])[N:9]=2)[CH:5]=[CH:6][CH:7]=1, predict the reactants needed to synthesize it. The reactants are: [Cl:1][C:2]1[CH:3]=[C:4]([C:8]2[N:12]([CH:13]3[CH2:15][CH2:14]3)[C:11](=[O:16])[N:10]([CH2:17][C:18]([OH:20])=O)[N:9]=2)[CH:5]=[CH:6][CH:7]=1.[F:21][C:22]([F:32])([F:31])[C:23]1[CH:24]=[C:25]([CH:28]=[CH:29][CH:30]=1)[CH2:26][NH2:27].C1C=CC2N(O)N=NC=2C=1.CCN=C=NCCCN(C)C.Cl. (2) Given the product [CH3:3][O:4][CH:5]1[CH2:9][C@@H:8]([OH:1])[C@H:10]([OH:12])[CH2:6]1, predict the reactants needed to synthesize it. The reactants are: [OH:1]O.[CH3:3][O:4][CH:5]1[CH2:9][CH:8]=C[CH2:6]1.[CH:10]([OH:12])=O. (3) Given the product [NH2:23][N:6]1[C:7](=[O:19])[C:8]2[CH:13]=[C:12]([F:14])[C:11]([S:15](=[S:18])([OH:17])=[O:16])=[N:10][C:9]=2[N:4]([CH:1]2[CH2:3][CH2:2]2)[C:5]1=[O:20], predict the reactants needed to synthesize it. The reactants are: [CH:1]1([N:4]2[C:9]3[N:10]=[C:11]([S:15](=[S:18])([OH:17])=[O:16])[C:12]([F:14])=[CH:13][C:8]=3[C:7](=[O:19])[NH:6][C:5]2=[O:20])[CH2:3][CH2:2]1.[H-].[Na+].[N+:23](C1C=C([N+]([O-])=O)C=CC=1NO)([O-])=O.